Dataset: TCR-epitope binding with 47,182 pairs between 192 epitopes and 23,139 TCRs. Task: Binary Classification. Given a T-cell receptor sequence (or CDR3 region) and an epitope sequence, predict whether binding occurs between them. (1) The epitope is TPRVTGGGAM. The TCR CDR3 sequence is RASSIYLAGGTDTQYF. Result: 0 (the TCR does not bind to the epitope). (2) The epitope is KRWIIMGLNK. The TCR CDR3 sequence is CASSDQSQETQYF. Result: 0 (the TCR does not bind to the epitope). (3) The epitope is AYILFTRFFYV. The TCR CDR3 sequence is CASSPDRARAFF. Result: 0 (the TCR does not bind to the epitope). (4) The epitope is KAYNVTQAF. The TCR CDR3 sequence is CASSIHSETGVGSPLHF. Result: 0 (the TCR does not bind to the epitope).